From a dataset of Forward reaction prediction with 1.9M reactions from USPTO patents (1976-2016). Predict the product of the given reaction. Given the reactants [C:1]([N:4]1[C:13]2[C:8](=[CH:9][C:10]([C:14]3[CH:24]=[CH:23][C:17]([C:18]([O:20]CC)=[O:19])=[CH:16][CH:15]=3)=[CH:11][CH:12]=2)[C@H:7]([NH2:25])[CH2:6][C@@H:5]1[CH3:26])(=[O:3])[CH3:2].Br[C:28]1[CH:33]=[CH:32][C:31]([CH3:34])=[CH:30][N:29]=1.CC(C)([O-])C.[Na+].C1(P(C2CCCCC2)C2C=CC=CC=2C2C(N(C)C)=CC=CC=2)CCCCC1, predict the reaction product. The product is: [C:1]([N:4]1[C:13]2[C:8](=[CH:9][C:10]([C:14]3[CH:24]=[CH:23][C:17]([C:18]([OH:20])=[O:19])=[CH:16][CH:15]=3)=[CH:11][CH:12]=2)[C@H:7]([NH:25][C:28]2[CH:33]=[CH:32][C:31]([CH3:34])=[CH:30][N:29]=2)[CH2:6][C@@H:5]1[CH3:26])(=[O:3])[CH3:2].